From a dataset of Ames mutagenicity test results for genotoxicity prediction. Regression/Classification. Given a drug SMILES string, predict its toxicity properties. Task type varies by dataset: regression for continuous values (e.g., LD50, hERG inhibition percentage) or binary classification for toxic/non-toxic outcomes (e.g., AMES mutagenicity, cardiotoxicity, hepatotoxicity). Dataset: ames. (1) The drug is Cc1cc(Cl)ccc1/N=C/N(C)C. The result is 0 (non-mutagenic). (2) The molecule is O=C1CCC(=O)O1. The result is 0 (non-mutagenic). (3) The molecule is CCCCCN(CCCCC)CCCCC. The result is 0 (non-mutagenic). (4) The molecule is CCCC[C@@H](CC)COC(=O)c1ccc(C(=O)OC[C@H](CC)CCCC)c(C(=O)OC[C@H](CC)CCCC)c1. The result is 0 (non-mutagenic). (5) The molecule is Cc1ccc(C)c(C)c1. The result is 0 (non-mutagenic). (6) The molecule is Cc1cc2c(c3ccc4ccccc4c13)C1OC1C(O)C2O. The result is 0 (non-mutagenic).